From a dataset of Catalyst prediction with 721,799 reactions and 888 catalyst types from USPTO. Predict which catalyst facilitates the given reaction. (1) Reactant: Br[C:2]1[NH:3][C:4]2[C:5]([N:10]=1)=[N:6][CH:7]=[CH:8][CH:9]=2.[CH2:11]([Sn](CCCC)(CCCC)C=C)[CH2:12]CC. Product: [CH:11]([C:2]1[NH:3][C:4]2[C:5]([N:10]=1)=[N:6][CH:7]=[CH:8][CH:9]=2)=[CH2:12]. The catalyst class is: 109. (2) Reactant: [CH3:1][O:2][CH2:3][C:4]([OH:6])=O.O.[Cl-].COC1N=C(OC)N=C([N+]2(C)CCOCC2)N=1.[Cl:26][C:27]1[CH:28]=[C:29]([NH:34][C:35]2[C:44]3[C:39](=[CH:40][C:41]([O:52][CH3:53])=[CH:42][C:43]=3[O:45][CH2:46][C@H:47]3[CH2:51][CH2:50][CH2:49][NH:48]3)[N:38]=[CH:37][N:36]=2)[CH:30]=[CH:31][C:32]=1[F:33]. Product: [Cl:26][C:27]1[CH:28]=[C:29]([NH:34][C:35]2[C:44]3[C:39](=[CH:40][C:41]([O:52][CH3:53])=[CH:42][C:43]=3[O:45][CH2:46][C@H:47]3[CH2:51][CH2:50][CH2:49][N:48]3[C:4](=[O:6])[CH2:3][O:2][CH3:1])[N:38]=[CH:37][N:36]=2)[CH:30]=[CH:31][C:32]=1[F:33]. The catalyst class is: 2. (3) Reactant: [Cl:1][C:2]1[C:7]([F:8])=[CH:6][CH:5]=[C:4]([Cl:9])[C:3]=1[CH:10]([O:12][C:13]1[C:14]([NH2:32])=[N:15][CH:16]=[C:17]([C:19]2[CH:20]=[N:21][N:22]([CH2:24][CH:25]3[CH2:29][O:28]C(C)(C)[O:26]3)[CH:23]=2)[CH:18]=1)[CH3:11].C(O)(C(F)(F)F)=O. Product: [NH2:32][C:14]1[N:15]=[CH:16][C:17]([C:19]2[CH:20]=[N:21][N:22]([CH2:24][CH:25]([OH:26])[CH2:29][OH:28])[CH:23]=2)=[CH:18][C:13]=1[O:12][CH:10]([C:3]1[C:4]([Cl:9])=[CH:5][CH:6]=[C:7]([F:8])[C:2]=1[Cl:1])[CH3:11]. The catalyst class is: 20. (4) Reactant: [CH3:1]C(C)([O-])C.[K+].O=[C:8]1[CH2:13][CH2:12][N:11]([C:14]([O:16][C:17]([CH3:20])([CH3:19])[CH3:18])=[O:15])[CH2:10][CH2:9]1.[Cl-].[NH4+]. Product: [CH2:1]=[C:8]1[CH2:13][CH2:12][N:11]([C:14]([O:16][C:17]([CH3:20])([CH3:19])[CH3:18])=[O:15])[CH2:10][CH2:9]1. The catalyst class is: 597. (5) Reactant: Br[C:2]1[CH:3]=[CH:4][C:5]2[O:11][CH2:10][CH2:9][N:8]3[CH:12]=[C:13]([C:15]4[N:19]([C:20]5[CH:25]=[CH:24][CH:23]=[CH:22][C:21]=5[Cl:26])[N:18]=[CH:17][N:16]=4)[N:14]=[C:7]3[C:6]=2[CH:27]=1.[Cl:28][C:29]1[CH:34]=[CH:33][C:32](B(O)O)=[CH:31][CH:30]=1.C([O-])([O-])=O.[Cs+].[Cs+].O. Product: [Cl:28][C:29]1[CH:34]=[CH:33][C:32]([C:2]2[CH:3]=[CH:4][C:5]3[O:11][CH2:10][CH2:9][N:8]4[CH:12]=[C:13]([C:15]5[N:19]([C:20]6[CH:25]=[CH:24][CH:23]=[CH:22][C:21]=6[Cl:26])[N:18]=[CH:17][N:16]=5)[N:14]=[C:7]4[C:6]=3[CH:27]=2)=[CH:31][CH:30]=1. The catalyst class is: 12.